Task: Predict which catalyst facilitates the given reaction.. Dataset: Catalyst prediction with 721,799 reactions and 888 catalyst types from USPTO (1) Reactant: Cl.[NH2:2]O.[CH2:4]([O:6][C:7](=[O:36])[C:8](O)=[CH:9][C:10]([C:12]1[CH:17]=[C:16]([Cl:18])[C:15]([O:19][CH2:20][C:21]2[CH:26]=[CH:25][CH:24]=[CH:23][CH:22]=2)=[CH:14][C:13]=1[O:27][CH2:28][C:29]1[CH:34]=[CH:33][CH:32]=[CH:31][CH:30]=1)=[O:11])[CH3:5]. Product: [CH2:4]([O:6][C:7]([C:8]1[CH:9]=[C:10]([C:12]2[CH:17]=[C:16]([Cl:18])[C:15]([O:19][CH2:20][C:21]3[CH:26]=[CH:25][CH:24]=[CH:23][CH:22]=3)=[CH:14][C:13]=2[O:27][CH2:28][C:29]2[CH:34]=[CH:33][CH:32]=[CH:31][CH:30]=2)[O:11][N:2]=1)=[O:36])[CH3:5]. The catalyst class is: 8. (2) Reactant: [C:1]([O:5][C:6]([NH:8][C@H:9]([CH2:14][C:15]([N:17]1[CH2:22][CH2:21][O:20][CH2:19][CH2:18]1)=[O:16])[CH2:10][C:11]([OH:13])=O)=[O:7])([CH3:4])([CH3:3])[CH3:2].[CH2:23]([NH2:29])[C:24]1[O:28][CH:27]=[CH:26][CH:25]=1.CCN=C=NCCCN(C)C.Cl.C1C=CC2N(O)N=NC=2C=1. Product: [O:28]1[CH:27]=[CH:26][CH:25]=[C:24]1[CH2:23][NH:29][C:11](=[O:13])[CH2:10][C@H:9]([NH:8][C:6](=[O:7])[O:5][C:1]([CH3:2])([CH3:3])[CH3:4])[CH2:14][C:15]([N:17]1[CH2:22][CH2:21][O:20][CH2:19][CH2:18]1)=[O:16]. The catalyst class is: 136.